This data is from Full USPTO retrosynthesis dataset with 1.9M reactions from patents (1976-2016). The task is: Predict the reactants needed to synthesize the given product. (1) Given the product [O:63]1[C:62]2[CH:66]=[CH:67][C:59]([C@H:53]([NH:52][C:12](=[O:14])[C@H:11]([NH:10][C:8](=[O:9])[N:7]([CH2:6][C:2]3[S:1][CH:5]=[CH:4][CH:3]=3)[CH2:20][C:21]3[S:22][CH:23]=[CH:24][CH:25]=3)[CH2:16][CH2:17][CH2:18][CH3:19])[CH2:54][C:55]([O:57][CH3:58])=[O:56])=[CH:60][C:61]=2[O:65][CH2:64]1, predict the reactants needed to synthesize it. The reactants are: [S:1]1[CH:5]=[CH:4][CH:3]=[C:2]1[CH2:6][N:7]([CH2:20][C:21]1[S:22][CH:23]=[CH:24][CH:25]=1)[C:8]([NH:10][C@H:11]([CH2:16][CH2:17][CH2:18][CH3:19])[C:12]([O:14]C)=O)=[O:9].[OH-].[Li+].CN(C(ON1N=NC2C=CC=CC1=2)=[N+](C)C)C.F[P-](F)(F)(F)(F)F.[NH2:52][C@@H:53]([C:59]1[CH:67]=[CH:66][C:62]2[O:63][CH2:64][O:65][C:61]=2[CH:60]=1)[CH2:54][C:55]([O:57][CH3:58])=[O:56]. (2) Given the product [CH3:27][C:24]1[CH:23]=[CH:22][C:21]([CH2:20][C:9]([C:18]2[CH:17]=[CH:16][C:15]([CH3:19])=[CH:14][CH:13]=2)([CH2:8][C:5]2[CH:6]=[CH:7][C:2]([CH3:1])=[CH:3][CH:4]=2)[C:10]#[N:11])=[CH:26][CH:25]=1, predict the reactants needed to synthesize it. The reactants are: [CH3:1][C:2]1[CH:7]=[CH:6][C:5]([CH2:8][C:9]2([CH2:20][C:21]3[CH:26]=[CH:25][C:24]([CH3:27])=[CH:23][CH:22]=3)[C:18]3[C:13](=[CH:14][C:15]([CH3:19])=[CH:16][CH:17]=3)C=[N:11][CH2:10]2)=[CH:4][CH:3]=1.NCC(CCCC)(CCCC)C1C=CC=CC=1. (3) The reactants are: [NH:1]1[CH2:5][CH2:4][NH:3][C:2]1=[O:6].[CH:7]([N:11]1[C:19]2[CH:18]=[C:17]([Cl:20])[N:16]=[CH:15][C:14]=2[C:13](I)=[N:12]1)([CH2:9][CH3:10])[CH3:8].C1(P(C2C=CC=CC=2)C2C3OC4C(=CC=CC=4P(C4C=CC=CC=4)C4C=CC=CC=4)C(C)(C)C=3C=CC=2)C=CC=CC=1.C(=O)([O-])[O-].[Cs+].[Cs+]. Given the product [CH:7]([N:11]1[C:19]2[CH:18]=[C:17]([Cl:20])[N:16]=[CH:15][C:14]=2[C:13]([N:1]2[CH2:5][CH2:4][NH:3][C:2]2=[O:6])=[N:12]1)([CH2:9][CH3:10])[CH3:8], predict the reactants needed to synthesize it. (4) Given the product [CH3:1][O:2][C:3]1[CH:4]=[CH:5][C:6]([NH:11][C:12]2[C:13]3[N:14]([N:28]=[CH:29][N:30]=3)[CH:15]=[C:16]([N:18]3[CH2:23][CH2:22][CH2:21][CH:20]([C:24]([OH:26])=[O:25])[CH2:19]3)[CH:17]=2)=[N:7][C:8]=1[O:9][CH3:10], predict the reactants needed to synthesize it. The reactants are: [CH3:1][O:2][C:3]1[CH:4]=[CH:5][C:6]([NH:11][C:12]2[C:13]3[N:14]([N:28]=[CH:29][N:30]=3)[CH:15]=[C:16]([N:18]3[CH2:23][CH2:22][CH2:21][CH:20]([C:24]([O:26]C)=[O:25])[CH2:19]3)[CH:17]=2)=[N:7][C:8]=1[O:9][CH3:10].[OH-].[Na+].Cl. (5) Given the product [CH:26]1([C:24]2[NH:23][N:22]=[C:21]([NH:20][C:18]3[C:17]([CH2:29][CH2:30][CH2:31][OH:32])=[CH:16][N:15]=[C:14]([C:11]4[S:10][C:9]([S:6]([NH2:5])(=[O:8])=[O:7])=[CH:13][CH:12]=4)[N:19]=3)[CH:25]=2)[CH2:28][CH2:27]1, predict the reactants needed to synthesize it. The reactants are: C([NH:5][S:6]([C:9]1[S:10][C:11]([C:14]2[N:19]=[C:18]([NH:20][C:21]3[CH:25]=[C:24]([CH:26]4[CH2:28][CH2:27]4)[NH:23][N:22]=3)[C:17]([CH2:29][CH2:30][CH2:31][OH:32])=[CH:16][N:15]=2)=[CH:12][CH:13]=1)(=[O:8])=[O:7])(C)(C)C. (6) Given the product [C:12]([O:11][C:10](=[O:16])[NH:9][C:7]1[CH:8]=[C:3]([O:2][CH3:1])[CH:4]=[CH:5][C:6]=1[CH2:17][C:26](=[O:33])[C:27]1[CH:32]=[CH:31][CH:30]=[CH:29][CH:28]=1)([CH3:13])([CH3:14])[CH3:15], predict the reactants needed to synthesize it. The reactants are: [CH3:1][O:2][C:3]1[CH:4]=[CH:5][C:6]([CH3:17])=[C:7]([NH:9][C:10](=[O:16])[O:11][C:12]([CH3:15])([CH3:14])[CH3:13])[CH:8]=1.C([Li])(CC)C.CON(C)[C:26](=[O:33])[C:27]1[CH:32]=[CH:31][CH:30]=[CH:29][CH:28]=1.Cl. (7) Given the product [CH3:9][O:8][C:1](=[O:7])/[CH:2]=[CH:3]/[C:4]([O:6][C:23]1[CH:33]=[CH:32][CH:31]=[CH:30][C:24]=1[C:25](=[O:26])[N:27]([CH3:28])[CH3:29])=[O:5], predict the reactants needed to synthesize it. The reactants are: [C:1]([O:8][CH3:9])(=[O:7])/[CH:2]=[CH:3]/[C:4]([O-:6])=[O:5].Cl.C(N=C=NCCCN(C)C)C.O[C:23]1[CH:33]=[CH:32][CH:31]=[CH:30][C:24]=1[C:25]([N:27]([CH3:29])[CH3:28])=[O:26].